This data is from Catalyst prediction with 721,799 reactions and 888 catalyst types from USPTO. The task is: Predict which catalyst facilitates the given reaction. Reactant: [OH:1][CH2:2][C:3]1([CH3:31])[S:9][CH2:8][CH2:7][N:6]2[C:10]([C:13]3([C:16]4[CH:21]=[CH:20][C:19]([C:22]5[CH:30]=[CH:29][C:25]([C:26]([OH:28])=O)=[CH:24][N:23]=5)=[CH:18][CH:17]=4)[CH2:15][CH2:14]3)=[N:11][N:12]=[C:5]2[CH2:4]1.[CH:32]1([NH2:35])[CH2:34][CH2:33]1.Cl.C(N=C=NCCCN(C)C)C.C(=O)([O-])O.[Na+]. Product: [CH:32]1([NH:35][C:26](=[O:28])[C:25]2[CH:29]=[CH:30][C:22]([C:19]3[CH:18]=[CH:17][C:16]([C:13]4([C:10]5[N:6]6[CH2:7][CH2:8][S:9][C:3]([CH2:2][OH:1])([CH3:31])[CH2:4][C:5]6=[N:12][N:11]=5)[CH2:14][CH2:15]4)=[CH:21][CH:20]=3)=[N:23][CH:24]=2)[CH2:34][CH2:33]1. The catalyst class is: 9.